This data is from Catalyst prediction with 721,799 reactions and 888 catalyst types from USPTO. The task is: Predict which catalyst facilitates the given reaction. (1) Reactant: B(Br)(Br)Br.[CH3:5][C:6]1([CH3:37])[N:10]([CH2:11][C:12]2[C:21]3[C:16](=[CH:17][CH:18]=[C:19]([O:22]C)[CH:20]=3)[N:15]=[CH:14][CH:13]=2)[C:9](=[O:24])[N:8]([C:25]2[CH:30]=[CH:29][C:28]([O:31][C:32]([F:35])([F:34])[F:33])=[CH:27][CH:26]=2)[C:7]1=[O:36].CO.C([O-])(O)=O.[Na+]. Product: [CH3:5][C:6]1([CH3:37])[N:10]([CH2:11][C:12]2[C:21]3[C:16](=[CH:17][CH:18]=[C:19]([OH:22])[CH:20]=3)[N:15]=[CH:14][CH:13]=2)[C:9](=[O:24])[N:8]([C:25]2[CH:26]=[CH:27][C:28]([O:31][C:32]([F:34])([F:35])[F:33])=[CH:29][CH:30]=2)[C:7]1=[O:36]. The catalyst class is: 34. (2) Reactant: [CH2:1]([C:5]1[CH:10]=[CH:9][C:8]([C:11]#[C:12][C:13]2[CH:29]=[CH:28][C:16]([CH2:17][NH:18][CH2:19][CH2:20][C:21]3[CH:26]=[CH:25][C:24]([Cl:27])=[CH:23][CH:22]=3)=[CH:15][CH:14]=2)=[CH:7][CH:6]=1)[CH2:2][CH2:3][CH3:4].[CH:30]([C:32]1[CH:41]=[CH:40][C:35]([C:36]([O:38][CH3:39])=[O:37])=[CH:34][CH:33]=1)=O.C(O[BH-](OC(=O)C)OC(=O)C)(=O)C.[Na+].O. Product: [CH2:1]([C:5]1[CH:6]=[CH:7][C:8]([C:11]#[C:12][C:13]2[CH:29]=[CH:28][C:16]([CH2:17][N:18]([CH2:30][C:32]3[CH:41]=[CH:40][C:35]([C:36]([O:38][CH3:39])=[O:37])=[CH:34][CH:33]=3)[CH2:19][CH2:20][C:21]3[CH:26]=[CH:25][C:24]([Cl:27])=[CH:23][CH:22]=3)=[CH:15][CH:14]=2)=[CH:9][CH:10]=1)[CH2:2][CH2:3][CH3:4]. The catalyst class is: 26. (3) The catalyst class is: 497. Product: [ClH:19].[ClH:19].[NH2:10][C:9]([NH2:11])=[NH:8].[NH2:10][C:9]([NH2:11])=[NH:8]. Reactant: C([NH:8][C:9](=[N:11]C(OC(C)(C)C)=O)[NH2:10])(OC(C)(C)C)=O.[ClH:19]. (4) Reactant: S(Cl)([Cl:3])=O.[Cl:5][C:6]1[C:15]([C:16](O)=[O:17])=[C:14]([S:19]([CH3:22])(=[O:21])=[O:20])[CH:13]=[CH:12][C:7]=1[C:8]([O:10][CH3:11])=[O:9]. Product: [Cl:5][C:6]1[C:15]([C:16]([Cl:3])=[O:17])=[C:14]([S:19]([CH3:22])(=[O:21])=[O:20])[CH:13]=[CH:12][C:7]=1[C:8]([O:10][CH3:11])=[O:9]. The catalyst class is: 885. (5) Reactant: [CH2:1]([NH2:8])[C:2]1[CH:7]=[CH:6][CH:5]=[CH:4][CH:3]=1.C(N(CC)CC)C.[Cl-].ClC1N(C)CC[NH+]1C.[N:25]1([S:31]([C:34]2[CH:35]=[C:36]([CH:40]=[CH:41][CH:42]=2)[C:37](O)=[O:38])(=[O:33])=[O:32])[CH2:30][CH2:29][CH2:28][CH2:27][CH2:26]1. Product: [CH2:1]([NH:8][C:37](=[O:38])[C:36]1[CH:40]=[CH:41][CH:42]=[C:34]([S:31]([N:25]2[CH2:30][CH2:29][CH2:28][CH2:27][CH2:26]2)(=[O:33])=[O:32])[CH:35]=1)[C:2]1[CH:7]=[CH:6][CH:5]=[CH:4][CH:3]=1. The catalyst class is: 452. (6) Reactant: [N:1]1([CH:7]2[CH2:30][N:29](C(OC(C)(C)C)=O)[C:10]3=[N:11][C:12]([C:22]4[CH:27]=[CH:26][C:25]([CH3:28])=[CH:24][CH:23]=4)=[C:13]([C:15]4[CH:20]=[CH:19][C:18]([CH3:21])=[CH:17][CH:16]=4)[N:14]=[C:9]3[CH2:8]2)[CH2:6][CH2:5][CH2:4][CH2:3][CH2:2]1.C(O)(C(F)(F)F)=O. The catalyst class is: 2. Product: [N:1]1([CH:7]2[CH2:30][NH:29][C:10]3=[N:11][C:12]([C:22]4[CH:23]=[CH:24][C:25]([CH3:28])=[CH:26][CH:27]=4)=[C:13]([C:15]4[CH:20]=[CH:19][C:18]([CH3:21])=[CH:17][CH:16]=4)[N:14]=[C:9]3[CH2:8]2)[CH2:6][CH2:5][CH2:4][CH2:3][CH2:2]1. (7) Reactant: [C:1]([O:5][C:6]([NH:8][C:9]1[CH:14]=[CH:13][C:12]([CH:15]([N:19]([CH:21]([CH3:23])[CH3:22])[CH3:20])[C:16]([OH:18])=[O:17])=[CH:11][CH:10]=1)=[O:7])([CH3:4])([CH3:3])[CH3:2].ON1[C:29]2N=CC=C[C:28]=2N=N1.Cl.N=C=N.C(O)C. Product: [C:1]([O:5][C:6]([NH:8][C:9]1[CH:14]=[CH:13][C:12]([CH:15]([N:19]([CH:21]([CH3:23])[CH3:22])[CH3:20])[C:16]([O:18][CH2:28][CH3:29])=[O:17])=[CH:11][CH:10]=1)=[O:7])([CH3:4])([CH3:3])[CH3:2]. The catalyst class is: 630.